From a dataset of Full USPTO retrosynthesis dataset with 1.9M reactions from patents (1976-2016). Predict the reactants needed to synthesize the given product. The reactants are: [CH2:1]([O:3][CH2:4][CH2:5][CH:6]([OH:9])[CH2:7][CH3:8])[CH3:2].[N+](=[CH:12][C:13]([O:15][CH2:16][CH3:17])=[O:14])=[N-]. Given the product [CH2:16]([O:15][C:13](=[O:14])[CH2:12][O:9][CH:6]([CH2:7][CH3:8])[CH2:5][CH2:4][O:3][CH2:1][CH3:2])[CH3:17], predict the reactants needed to synthesize it.